This data is from Forward reaction prediction with 1.9M reactions from USPTO patents (1976-2016). The task is: Predict the product of the given reaction. (1) Given the reactants [F:1][C:2]1[CH:3]=[C:4]([NH2:20])[CH:5]=[C:6]2[C:11]=1[N:10]([CH2:12][CH2:13][CH:14]1[CH2:18][CH2:17][CH2:16][N:15]1[CH3:19])[CH2:9][CH2:8][CH2:7]2.I.[S:22]1[CH:26]=[CH:25][CH:24]=[C:23]1[C:27](SC)=[NH:28], predict the reaction product. The product is: [F:1][C:2]1[CH:3]=[C:4]([NH:20][C:27]([C:23]2[S:22][CH:26]=[CH:25][CH:24]=2)=[NH:28])[CH:5]=[C:6]2[C:11]=1[N:10]([CH2:12][CH2:13][CH:14]1[CH2:18][CH2:17][CH2:16][N:15]1[CH3:19])[CH2:9][CH2:8][CH2:7]2. (2) Given the reactants N.Cl.[CH2:3]([N:7]([CH2:12][CH2:13][CH2:14][CH3:15])[CH2:8][CH2:9][CH2:10][Cl:11])[CH2:4][CH2:5][CH3:6], predict the reaction product. The product is: [CH2:3]([N:7]([CH2:12][CH2:13][CH2:14][CH3:15])[CH2:8][CH2:9][CH2:10][Cl:11])[CH2:4][CH2:5][CH3:6]. (3) The product is: [F:1][C:2]1[CH:3]=[C:4]([C:8]2[CH:16]=[CH:15][CH:14]=[C:13]3[C:9]=2/[C:10](=[CH:32]/[C:31]2[NH:30][C:29]4[CH2:34][CH2:35][CH2:36][CH2:37][CH2:38][C:28]=4[C:27]=2[CH2:26][CH2:25][CH2:24][N:18]2[CH2:19][CH2:20][O:21][CH2:22][CH2:23]2)/[C:11](=[O:17])[NH:12]3)[CH:5]=[CH:6][CH:7]=1. Given the reactants [F:1][C:2]1[CH:3]=[C:4]([C:8]2[CH:16]=[CH:15][CH:14]=[C:13]3[C:9]=2[CH2:10][C:11](=[O:17])[NH:12]3)[CH:5]=[CH:6][CH:7]=1.[N:18]1([CH2:24][CH2:25][CH2:26][C:27]2[C:28]3[CH2:38][CH2:37][CH2:36][CH2:35][CH2:34][C:29]=3[NH:30][C:31]=2[CH:32]=O)[CH2:23][CH2:22][O:21][CH2:20][CH2:19]1.N1CCCCC1, predict the reaction product. (4) Given the reactants [F:1][C:2]1[CH:7]=[C:6]([I:8])[CH:5]=[CH:4][C:3]=1[NH:9][C:10]1[C:18]([N+:19]([O-:21])=[O:20])=[CH:17][CH:16]=[C:15]2[C:11]=1[CH:12]=[N:13][NH:14]2.C(N(CC)CC)C.[C:29](=O)([O-:35])[O:30][C:31]([CH3:34])([CH3:33])[CH3:32].[C:29](=O)([O-:35])[O:30][C:31]([CH3:34])([CH3:33])[CH3:32].CN(C=O)C, predict the reaction product. The product is: [C:31]([O:30][C:29]([N:14]1[C:15]2[C:11](=[C:10]([NH:9][C:3]3[CH:4]=[CH:5][C:6]([I:8])=[CH:7][C:2]=3[F:1])[C:18]([N+:19]([O-:21])=[O:20])=[CH:17][CH:16]=2)[CH:12]=[N:13]1)=[O:35])([CH3:34])([CH3:33])[CH3:32]. (5) Given the reactants [CH3:1][N:2]([C:15]1[CH:20]=[CH:19][CH:18]=[CH:17][CH:16]=1)[NH:3][C:4]1[O:5][CH2:6][C:7](=[O:14])[C:8]=1[C:9]([O:11][CH2:12][CH3:13])=[O:10].[NH:21]1[C:29]2[C:24](=[CH:25][CH:26]=[CH:27][N:28]=2)[C:23]([CH:30]=O)=[CH:22]1.N1CCC[C@H]1C(O)=O, predict the reaction product. The product is: [NH:21]1[C:29]2=[N:28][CH:27]=[CH:26][CH:25]=[C:24]2[C:23]([CH:30]=[C:6]2[O:5][C:4]([NH:3][N:2]([CH3:1])[C:15]3[CH:20]=[CH:19][CH:18]=[CH:17][CH:16]=3)=[C:8]([C:9]([O:11][CH2:12][CH3:13])=[O:10])[C:7]2=[O:14])=[CH:22]1. (6) Given the reactants [CH2:1]([N:3]1[CH2:7][CH2:6][C@@H:5]([CH2:8][C:9]2[CH:14]=[C:13]([F:15])[CH:12]=[CH:11][C:10]=2[S:16]([Cl:19])(=[O:18])=[O:17])[CH2:4]1)[CH3:2].[CH2:20](N1CCC[C@H]1CCC1C=CC=C(F)C=1)C, predict the reaction product. The product is: [CH2:1]([N:3]1[CH2:7][CH2:6][CH2:20][C@H:4]1[CH2:5][CH2:8][C:9]1[CH:14]=[C:13]([F:15])[CH:12]=[CH:11][C:10]=1[S:16]([Cl:19])(=[O:17])=[O:18])[CH3:2]. (7) Given the reactants [CH3:1][C:2]1([CH3:9])[NH:6][C:5](=[O:7])[NH:4][C:3]1=[O:8].[H-].[Na+].[C:12]1([S:22](Cl)(=[O:24])=[O:23])[C:21]2[C:16](=[CH:17][CH:18]=[CH:19][CH:20]=2)[CH:15]=[CH:14][CH:13]=1, predict the reaction product. The product is: [CH3:1][C:2]1([CH3:9])[NH:6][C:5](=[O:7])[N:4]([S:22]([C:12]2[C:21]3[C:16](=[CH:17][CH:18]=[CH:19][CH:20]=3)[CH:15]=[CH:14][CH:13]=2)(=[O:24])=[O:23])[C:3]1=[O:8]. (8) Given the reactants [N:1]([CH2:4][C:5]1[CH:6]=[CH:7][C:8]([O:11][CH2:12][C:13]2[CH:18]=[CH:17][CH:16]=[CH:15][CH:14]=2)=[N:9][CH:10]=1)=[N+:2]=[N-:3].[F:19][CH:20]([C:22]1[CH:27]=[CH:26][N:25]=[C:24]([NH:28][C:29]2[CH:34]=[C:33]([CH3:35])[CH:32]=[C:31]([C:36]#[CH:37])[CH:30]=2)[N:23]=1)[F:21].O=C1O[C@H]([C@H](CO)O)C([O-])=C1O.[Na+], predict the reaction product. The product is: [CH2:12]([O:11][C:8]1[N:9]=[CH:10][C:5]([CH2:4][N:1]2[CH:37]=[C:36]([C:31]3[CH:30]=[C:29]([NH:28][C:24]4[N:23]=[C:22]([CH:20]([F:19])[F:21])[CH:27]=[CH:26][N:25]=4)[CH:34]=[C:33]([CH3:35])[CH:32]=3)[N:3]=[N:2]2)=[CH:6][CH:7]=1)[C:13]1[CH:18]=[CH:17][CH:16]=[CH:15][CH:14]=1. (9) Given the reactants [N+:1]([C:4]1[CH:5]=[C:6]([CH:8]=[CH:9][CH:10]=1)[NH2:7])([O-:3])=[O:2].C(N(CC)CC)C.[CH:18]1[C:27]2[C:22](=[CH:23][CH:24]=[CH:25][CH:26]=2)[CH:21]=[CH:20][C:19]=1[C:28](Cl)=[O:29].C(=O)(O)[O-].[Na+], predict the reaction product. The product is: [N+:1]([C:4]1[CH:5]=[C:6]([NH:7][C:28]([C:19]2[CH:20]=[CH:21][C:22]3[C:27](=[CH:26][CH:25]=[CH:24][CH:23]=3)[CH:18]=2)=[O:29])[CH:8]=[CH:9][CH:10]=1)([O-:3])=[O:2].